This data is from Full USPTO retrosynthesis dataset with 1.9M reactions from patents (1976-2016). The task is: Predict the reactants needed to synthesize the given product. (1) Given the product [CH2:19]=[C:14]1[CH:15]=[CH:16][C:19]2[CH:18]=[CH:17][CH:16]=[CH:15][C:14]=2[O:22][CH2:21]1, predict the reactants needed to synthesize it. The reactants are: [C:14]1(P([C:14]2[CH:19]=[CH:18][CH:17]=[CH:16][CH:15]=2)[C:14]2[CH:19]=[CH:18][CH:17]=[CH:16][CH:15]=2)[CH:19]=[CH:18][CH:17]=[CH:16][CH:15]=1.[I-].[CH3:21][O-:22].[Na+]. (2) Given the product [CH3:39][N:40]([CH3:44])[C:41](=[O:42])[O:1][C:2]1[CH:3]=[CH:4][C:5]([CH2:6][C:7]2[CH:8]=[C:9]3[C:14](=[C:15]4[N:20]([CH3:21])[CH2:19][CH:18]=[CH:17][C:16]=24)[N:13]=[CH:12][N:11]([C@H:22]2[CH2:27][CH2:26][CH2:25][CH2:24][C@@H:23]2[OH:28])[C:10]3=[O:29])=[CH:30][CH:31]=1, predict the reactants needed to synthesize it. The reactants are: [OH:1][C:2]1[CH:31]=[CH:30][C:5]([CH2:6][C:7]2[CH:8]=[C:9]3[C:14](=[C:15]4[N:20]([CH3:21])[CH2:19][CH:18]=[CH:17][C:16]=24)[N:13]=[CH:12][N:11]([C@H:22]2[CH2:27][CH2:26][CH2:25][CH2:24][C@@H:23]2[OH:28])[C:10]3=[O:29])=[CH:4][CH:3]=1.C(N(CC)CC)C.[CH3:39][N:40]([CH3:44])[C:41](Cl)=[O:42]. (3) Given the product [NH2:1][C:2]1[CH:17]=[CH:16][C:5]([O:6][C:7]2[CH:12]=[CH:11][N:10]=[C:9]([C:13]([NH2:15])=[O:14])[CH:8]=2)=[C:4]([Cl:27])[CH:3]=1, predict the reactants needed to synthesize it. The reactants are: [NH2:1][C:2]1[CH:17]=[CH:16][C:5]([O:6][C:7]2[CH:12]=[CH:11][N:10]=[C:9]([C:13]([NH2:15])=[O:14])[CH:8]=2)=[CH:4][C:3]=1Cl.NC1C=CC(O)=CC=1[Cl:27].